From a dataset of Catalyst prediction with 721,799 reactions and 888 catalyst types from USPTO. Predict which catalyst facilitates the given reaction. (1) Reactant: C(O)(=O)/C=C\C(O)=O.C(O)(=O)/C=C\C(O)=O.[NH2:17][C:18]1[N:26]=[C:25]([O:27][CH2:28][CH2:29][CH2:30][CH3:31])[N:24]=[C:23]2[C:19]=1[NH:20][C:21](=[O:45])[N:22]2[CH2:32][CH2:33][CH2:34][NH:35][CH2:36][CH2:37][CH2:38][N:39]1[CH2:44][CH2:43][CH2:42][CH2:41][CH2:40]1.C(N(CC)CC)C.C(O[BH-](OC(=O)C)OC(=O)C)(=O)C.[Na+].[CH:67]([C:69]1[CH:74]=[CH:73][C:72]([CH2:75][C:76]([O:78][CH3:79])=[O:77])=[CH:71][CH:70]=1)=O.C([O-])([O-])=O.[Na+].[Na+]. Product: [NH2:17][C:18]1[N:26]=[C:25]([O:27][CH2:28][CH2:29][CH2:30][CH3:31])[N:24]=[C:23]2[C:19]=1[NH:20][C:21](=[O:45])[N:22]2[CH2:32][CH2:33][CH2:34][N:35]([CH2:67][C:69]1[CH:70]=[CH:71][C:72]([CH2:75][C:76]([O:78][CH3:79])=[O:77])=[CH:73][CH:74]=1)[CH2:36][CH2:37][CH2:38][N:39]1[CH2:40][CH2:41][CH2:42][CH2:43][CH2:44]1. The catalyst class is: 179. (2) Reactant: [Cl:1][C:2]1[C:7]([N+:8]([O-:10])=[O:9])=[CH:6][C:5]([NH2:11])=[C:4]([NH2:12])[CH:3]=1.C1N=CN([C:18](N2C=NC=C2)=[O:19])C=1. Product: [Cl:1][C:2]1[C:7]([N+:8]([O-:10])=[O:9])=[CH:6][C:5]2[NH:11][C:18](=[O:19])[NH:12][C:4]=2[CH:3]=1. The catalyst class is: 1. (3) Reactant: [Si]([O:8][C@H:9]([C:57]1[CH:62]=[CH:61][C:60]([F:63])=[CH:59][CH:58]=1)[CH2:10][S:11][C@H:12]1[C:15](=[O:16])[N:14]([C:17]2[CH:22]=[CH:21][C:20]([C:23]#[C:24][CH2:25][NH:26][S:27]([CH3:30])(=[O:29])=[O:28])=[CH:19][CH:18]=2)[C@@H:13]1[C:31]1[CH:56]=[CH:55][C:34]([O:35][CH2:36][C:37]([NH:39][CH2:40][C:41]([NH:43][C@@H:44]([C:52]([OH:54])=[O:53])[CH2:45][CH:46]2[CH2:51][CH2:50][CH2:49][CH2:48][CH2:47]2)=[O:42])=[O:38])=[CH:33][CH:32]=1)(C(C)(C)C)(C)C.O.[Li+].[Cl-].C1(C)C=CC=CC=1. Product: [F:63][C:60]1[CH:61]=[CH:62][C:57]([C@@H:9]([OH:8])[CH2:10][S:11][C@H:12]2[C:15](=[O:16])[N:14]([C:17]3[CH:18]=[CH:19][C:20]([C:23]#[C:24][CH2:25][NH:26][S:27]([CH3:30])(=[O:28])=[O:29])=[CH:21][CH:22]=3)[C@@H:13]2[C:31]2[CH:32]=[CH:33][C:34]([O:35][CH2:36][C:37]([NH:39][CH2:40][C:41]([NH:43][C@@H:44]([C:52]([OH:54])=[O:53])[CH2:45][CH:46]3[CH2:47][CH2:48][CH2:49][CH2:50][CH2:51]3)=[O:42])=[O:38])=[CH:55][CH:56]=2)=[CH:58][CH:59]=1. The catalyst class is: 15. (4) Reactant: [C:1]1([CH3:22])[CH:6]=[CH:5][C:4]([S:7]([N:10]2[C:14]3[N:15]=[CH:16][N:17]=[C:18]([C:19](=[O:21])[CH3:20])[C:13]=3[CH:12]=[CH:11]2)(=[O:9])=[O:8])=[CH:3][CH:2]=1.[BrH:23].BrBr. Product: [Br:23][CH2:20][C:19]([C:18]1[C:13]2[CH:12]=[CH:11][N:10]([S:7]([C:4]3[CH:3]=[CH:2][C:1]([CH3:22])=[CH:6][CH:5]=3)(=[O:9])=[O:8])[C:14]=2[N:15]=[CH:16][N:17]=1)=[O:21]. The catalyst class is: 15. (5) Reactant: [CH:1]1([N:4]([CH2:15][C:16]2([CH2:29][CH2:30]C(O)=O)[CH2:21][CH2:20][N:19]([C:22]([O:24][C:25]([CH3:28])([CH3:27])[CH3:26])=[O:23])[CH2:18][CH2:17]2)[C:5](OCC2C=CC=CC=2)=[O:6])[CH2:3][CH2:2]1.[H][H]. Product: [CH:1]1([N:4]2[C:5](=[O:6])[CH2:30][CH2:29][C:16]3([CH2:17][CH2:18][N:19]([C:22]([O:24][C:25]([CH3:28])([CH3:26])[CH3:27])=[O:23])[CH2:20][CH2:21]3)[CH2:15]2)[CH2:3][CH2:2]1. The catalyst class is: 29.